This data is from Full USPTO retrosynthesis dataset with 1.9M reactions from patents (1976-2016). The task is: Predict the reactants needed to synthesize the given product. (1) The reactants are: [NH2:1][C:2]1[CH:3]=[C:4]([C:23]2[CH:28]=[CH:27][C:26]([F:29])=[C:25]([F:30])[CH:24]=2)[CH:5]=[CH:6][C:7]=1[C:8]([NH:10][C@@H:11]([C:19]([O:21][CH3:22])=[O:20])[C@H:12]([CH3:18])[O:13][C:14]([CH3:17])([CH3:16])[CH3:15])=[O:9].[N:31]([C:34]1[C:39]([CH3:40])=[CH:38][C:37]([CH3:41])=[CH:36][C:35]=1[CH3:42])=[C:32]=[O:33]. Given the product [F:30][C:25]1[CH:24]=[C:23]([C:4]2[CH:5]=[CH:6][C:7]([C:8]([NH:10][C@@H:11]([C:19]([O:21][CH3:22])=[O:20])[C@H:12]([CH3:18])[O:13][C:14]([CH3:17])([CH3:16])[CH3:15])=[O:9])=[C:2]([NH:1][C:32]([NH:31][C:34]3[C:35]([CH3:42])=[CH:36][C:37]([CH3:41])=[CH:38][C:39]=3[CH3:40])=[O:33])[CH:3]=2)[CH:28]=[CH:27][C:26]=1[F:29], predict the reactants needed to synthesize it. (2) Given the product [CH3:16][CH2:15][CH:17]([CH2:21][CH3:22])[C:18]([NH:1][CH:2]([CH3:3])[C:4]([OH:6])=[O:5])=[O:19], predict the reactants needed to synthesize it. The reactants are: [NH2:1][CH:2]([C:4]([OH:6])=[O:5])[CH3:3].C(N(CC)CC)C.[Cl-].[CH2:15]([CH:17]([CH2:21][CH3:22])[C:18](Cl)=[O:19])[CH3:16].[OH-].[Na+]. (3) Given the product [N:31]([C:34]1[CH:35]=[CH:38][C:39]([CH:3]=[C:2]2[C:26](=[O:27])[O:28][C:29]([C:30]3[CH:17]=[CH:18][C:10]([CH2:9][N:19]4[CH2:24][CH2:23][O:22][CH2:21][CH2:20]4)=[CH:11][CH:12]=3)=[N:1]2)=[CH:40][CH:41]=1)=[N+:32]=[N-:33], predict the reactants needed to synthesize it. The reactants are: [NH2:1][CH2:2][C:3](O)=O.[OH-].[Na+].Cl[CH2:9][C:10]1[CH:18]=[CH:17]C=C[C:11]=1[C:12](Cl)=O.[NH:19]1[CH2:24][CH2:23][O:22][CH2:21][CH2:20]1.Cl[C:26]([O:28][CH2:29][CH3:30])=[O:27].[N:31]([C:34]1[CH:41]=[CH:40][CH:39]=[CH:38][C:35]=1C=O)=[N+:32]=[N-:33]. (4) Given the product [C:1]([C:3]([C:6]1[CH:7]=[C:8]([CH:37]=[CH:38][CH:39]=1)[C:9]([NH:11][C:12]1[CH:13]=[CH:14][C:15]([CH3:36])=[C:16]([NH:18][C:19]([C:21]2[S:35][C:24]3=[N:25][CH:26]=[C:27]([C:29]4[CH:34]=[N:40][CH:32]=[N:31][CH:30]=4)[N:28]=[C:23]3[CH:22]=2)=[O:20])[CH:17]=1)=[O:10])([CH3:5])[CH3:4])#[N:2], predict the reactants needed to synthesize it. The reactants are: [C:1]([C:3]([C:6]1[CH:7]=[C:8]([CH:37]=[CH:38][CH:39]=1)[C:9]([NH:11][C:12]1[CH:13]=[CH:14][C:15]([CH3:36])=[C:16]([NH:18][C:19]([C:21]2[S:35][C:24]3=[N:25][CH:26]=[C:27]([C:29]4[CH:30]=[N:31][CH:32]=C[CH:34]=4)[N:28]=[C:23]3[CH:22]=2)=[O:20])[CH:17]=1)=[O:10])([CH3:5])[CH3:4])#[N:2].[N:40]1C=C(B(O)O)C=NC=1. (5) Given the product [CH3:15][O:16][C:17](=[O:29])[CH2:18][N:19]1[C:27]2[C:22](=[CH:23][C:24]([O:12][CH2:11][CH2:10][CH2:9][N:8]([C:6]3[C:5]([F:14])=[CH:4][N:3]=[C:2]([Cl:1])[N:7]=3)[CH3:13])=[CH:25][CH:26]=2)[CH:21]=[CH:20]1, predict the reactants needed to synthesize it. The reactants are: [Cl:1][C:2]1[N:7]=[C:6]([N:8]([CH3:13])[CH2:9][CH2:10][CH2:11][OH:12])[C:5]([F:14])=[CH:4][N:3]=1.[CH3:15][O:16][C:17](=[O:29])[CH2:18][N:19]1[C:27]2[C:22](=[CH:23][C:24](O)=[CH:25][CH:26]=2)[CH:21]=[CH:20]1.C1(P(C2C=CC=CC=2)C2C=CC=CC=2)C=CC=CC=1.N(C(N1CCCCC1)=O)=NC(N1CCCCC1)=O. (6) Given the product [Cl:1][C:2]1[C:10]([C:11]2[C:12]([CH3:25])=[N:13][N:14]([CH2:17][CH2:18][N:19]3[CH2:20][CH2:21][O:22][CH2:23][CH2:24]3)[C:15]=2[CH3:16])=[C:9]2[C:5]([C:6]([CH2:27][CH2:28][CH2:29][O:30][C:31]3[CH:32]=[C:33]([CH3:39])[C:34]([Cl:38])=[C:35]([CH3:37])[CH:36]=3)=[C:7]([CH3:26])[N:8]2[CH2:53][CH2:52][C:51]([O:55][CH3:56])=[O:54])=[CH:4][CH:3]=1, predict the reactants needed to synthesize it. The reactants are: [Cl:1][C:2]1[C:10]([C:11]2[C:12]([CH3:25])=[N:13][N:14]([CH2:17][CH2:18][N:19]3[CH2:24][CH2:23][O:22][CH2:21][CH2:20]3)[C:15]=2[CH3:16])=[C:9]2[C:5]([C:6]([CH2:27][CH2:28][CH2:29][O:30][C:31]3[CH:36]=[C:35]([CH3:37])[C:34]([Cl:38])=[C:33]([CH3:39])[CH:32]=3)=[C:7]([CH3:26])[NH:8]2)=[CH:4][CH:3]=1.C1CCN2C(=NCCC2)CC1.[C:51]([O:55][CH3:56])(=[O:54])[CH:52]=[CH2:53]. (7) The reactants are: [C:1](Cl)(=O)[C:2]([Cl:4])=[O:3].[O:7]=[C:8]1[CH:13]=[CH:12][C:11]([C:14]2[O:18][N:17]=[C:16]([C:19]3[CH:24]=[CH:23][C:22]([O:25][C:26]([F:29])([F:28])[F:27])=[CH:21][CH:20]=3)[N:15]=2)=[CH:10][N:9]1[CH2:30][C:31]1[CH:32]=C([CH:37]=[CH:38][CH:39]=1)C(O)=O. Given the product [O:7]=[C:8]1[CH:13]=[CH:12][C:11]([C:14]2[O:18][N:17]=[C:16]([C:19]3[CH:24]=[CH:23][C:22]([O:25][C:26]([F:27])([F:29])[F:28])=[CH:21][CH:20]=3)[N:15]=2)=[CH:10][N:9]1[CH2:30][C:31]1[CH:32]=[C:1]([CH:37]=[CH:38][CH:39]=1)[C:2]([Cl:4])=[O:3], predict the reactants needed to synthesize it. (8) Given the product [Br:5][C:6]1[C:11]([O:12][CH3:13])=[CH:10][C:9]([N+:1]([O-:4])=[O:2])=[C:8]([Br:14])[N:7]=1, predict the reactants needed to synthesize it. The reactants are: [N+:1]([O-:4])(O)=[O:2].[Br:5][C:6]1[C:11]([O:12][CH3:13])=[CH:10][CH:9]=[C:8]([Br:14])[N:7]=1.